From a dataset of Catalyst prediction with 721,799 reactions and 888 catalyst types from USPTO. Predict which catalyst facilitates the given reaction. (1) Reactant: [Br:1][C:2]1[C:3]([F:12])=[C:4]2[C:10]([NH2:11])=[CH:9][NH:8][C:5]2=[N:6][CH:7]=1.[F:13][C:14]([F:22])([F:21])[C:15]1([C:18](O)=[O:19])[CH2:17][CH2:16]1.O=C1N(P(Cl)(N2CCOC2=O)=O)CCO1.C(N(CC)CC)C. Product: [Br:1][C:2]1[C:3]([F:12])=[C:4]2[C:10]([NH:11][C:18]([C:15]3([C:14]([F:22])([F:21])[F:13])[CH2:17][CH2:16]3)=[O:19])=[CH:9][NH:8][C:5]2=[N:6][CH:7]=1. The catalyst class is: 2. (2) Reactant: [CH3:1][O:2][C:3]([CH:5]1[CH2:9][N:8]([C:10]([O:12][CH2:13][C:14]2[CH:19]=[CH:18][CH:17]=[CH:16][CH:15]=2)=[O:11])[CH:7]2[CH2:20][CH2:21][N:22](C(OC(C)(C)C)=O)[CH:6]12)=[O:4].C(O)(C(F)(F)F)=O. Product: [CH3:1][O:2][C:3]([CH:5]1[CH2:9][N:8]([C:10]([O:12][CH2:13][C:14]2[CH:15]=[CH:16][CH:17]=[CH:18][CH:19]=2)=[O:11])[CH:7]2[CH2:20][CH2:21][NH:22][CH:6]12)=[O:4]. The catalyst class is: 2. (3) Reactant: [I-].[CH3:2][S+](C)C.[H-].[Na+].[C:8]1([CH:20]2[CH2:25][CH2:24][C:23](=[CH:26][C:27]#[N:28])[CH2:22][CH2:21]2)[N:9]=[N:10][N:11]2[C:16]=1[C:15]1[CH:17]=[CH:18][NH:19][C:14]=1[N:13]=[CH:12]2.O. Product: [C:8]1([CH:20]2[CH2:21][CH2:22][C:23]3([CH:26]([C:27]#[N:28])[CH2:2]3)[CH2:24][CH2:25]2)[N:9]=[N:10][N:11]2[C:16]=1[C:15]1[CH:17]=[CH:18][NH:19][C:14]=1[N:13]=[CH:12]2. The catalyst class is: 16. (4) Reactant: Cl[C:2]1[CH:7]=[CH:6][C:5]([N+:8]([O-:10])=[O:9])=[CH:4][N:3]=1.C(N(CC)CC)C.[CH3:18][S-:19].[Na+]. Product: [CH3:18][S:19][C:2]1[CH:7]=[CH:6][C:5]([N+:8]([O-:10])=[O:9])=[CH:4][N:3]=1. The catalyst class is: 5. (5) Reactant: [Cl:1][C:2]1[N:6]2[CH:7]=[C:8]([C:15]3[CH:19]=[CH:18][O:17][CH:16]=3)[CH:9]=[C:10]([C:11]([F:14])([F:13])[F:12])[C:5]2=[N:4][C:3]=1[C:20]([N:22]1[CH2:25][CH:24]([NH:26][S:27]([CH3:30])(=[O:29])=[O:28])[CH2:23]1)=[O:21].CI.[C:33](=O)([O-])[O-].[Cs+].[Cs+]. Product: [Cl:1][C:2]1[N:6]2[CH:7]=[C:8]([C:15]3[CH:19]=[CH:18][O:17][CH:16]=3)[CH:9]=[C:10]([C:11]([F:14])([F:13])[F:12])[C:5]2=[N:4][C:3]=1[C:20]([N:22]1[CH2:25][CH:24]([N:26]([CH3:33])[S:27]([CH3:30])(=[O:28])=[O:29])[CH2:23]1)=[O:21]. The catalyst class is: 3.